Dataset: Catalyst prediction with 721,799 reactions and 888 catalyst types from USPTO. Task: Predict which catalyst facilitates the given reaction. (1) Reactant: [Br:1][C:2]1[CH:10]=[C:9]2[C:5]([C:6](=[O:12])[C:7](=[O:11])[NH:8]2)=[CH:4][CH:3]=1.[C:13](=O)([O-])[O-].[K+].[K+].IC. Product: [Br:1][C:2]1[CH:10]=[C:9]2[C:5]([C:6](=[O:12])[C:7](=[O:11])[N:8]2[CH3:13])=[CH:4][CH:3]=1. The catalyst class is: 10. (2) Reactant: [C:1]([C:5]1[O:9][N:8]=[C:7]([NH:10][C:11]([NH:13][C:14]2[CH:19]=[CH:18][CH:17]=[C:16]([OH:20])[CH:15]=2)=[O:12])[CH:6]=1)([CH3:4])([CH3:3])[CH3:2].Cl[C:22]1[C:31]2[C:26](=[CH:27][C:28]([O:34][CH2:35][CH2:36][CH2:37][Cl:38])=[C:29]([O:32][CH3:33])[CH:30]=2)[N:25]=[CH:24][N:23]=1.C([O-])([O-])=O.[Cs+].[Cs+]. Product: [C:1]([C:5]1[O:9][N:8]=[C:7]([NH:10][C:11]([NH:13][C:14]2[CH:19]=[CH:18][CH:17]=[C:16]([O:20][C:22]3[C:31]4[C:26](=[CH:27][C:28]([O:34][CH2:35][CH2:36][CH2:37][Cl:38])=[C:29]([O:32][CH3:33])[CH:30]=4)[N:25]=[CH:24][N:23]=3)[CH:15]=2)=[O:12])[CH:6]=1)([CH3:4])([CH3:2])[CH3:3]. The catalyst class is: 56.